From a dataset of Reaction yield outcomes from USPTO patents with 853,638 reactions. Predict the reaction yield, written as a fraction of the theoretical maximum amount of product (1.0 means a 100% yield; for example, 0.34 means a 34% yield). The reactants are [CH3:1][S:2]([CH2:5][C:6]([OH:8])=O)(=[O:4])=[O:3].CCN=C=NCCCN(C)C.C1C=CC2N(O)N=NC=2C=1.CCN(C(C)C)C(C)C.OC(C(F)(F)F)=O.[C:46]1([C:52]2[CH:57]=[C:56]([CH:58]3[CH2:63][CH2:62][NH:61][CH2:60][CH2:59]3)[CH:55]=[CH:54][C:53]=2[NH:64][C:65]([C:67]2[NH:68][CH:69]=[C:70]([C:72]#[N:73])[N:71]=2)=[O:66])[CH2:51][CH2:50][CH2:49][CH2:48][CH:47]=1.CCN(CC)CC. The catalyst is C(Cl)Cl. The product is [C:46]1([C:52]2[CH:57]=[C:56]([CH:58]3[CH2:59][CH2:60][N:61]([C:6](=[O:8])[CH2:5][S:2]([CH3:1])(=[O:4])=[O:3])[CH2:62][CH2:63]3)[CH:55]=[CH:54][C:53]=2[NH:64][C:65]([C:67]2[NH:68][CH:69]=[C:70]([C:72]#[N:73])[N:71]=2)=[O:66])[CH2:51][CH2:50][CH2:49][CH2:48][CH:47]=1. The yield is 0.250.